This data is from Reaction yield outcomes from USPTO patents with 853,638 reactions. The task is: Predict the reaction yield, written as a fraction of the theoretical maximum amount of product (1.0 means a 100% yield; for example, 0.34 means a 34% yield). (1) The reactants are [CH:1]([Si:4]([CH:36]([CH3:38])[CH3:37])([CH:33]([CH3:35])[CH3:34])[O:5][CH2:6][C@@H:7]1[CH2:11][CH2:10][CH2:9][N:8]1[C:12]1[N:16]2[CH:17]=[C:18]([O:21][C@H:22]3[C:31]4[C:26](=[CH:27][CH:28]=[CH:29][CH:30]=4)[C@@H:25]([NH2:32])[CH2:24][CH2:23]3)[CH:19]=[CH:20][C:15]2=[N:14][N:13]=1)([CH3:3])[CH3:2].ClC(Cl)(Cl)C[O:42][C:43](=O)[NH:44][C:45]1[N:46]([C:54]2[CH:59]=[CH:58][C:57]([CH3:60])=[CH:56][CH:55]=2)[N:47]=[C:48]([C:50]([CH3:53])([CH3:52])[CH3:51])[CH:49]=1.CCN(C(C)C)C(C)C.N. The catalyst is CN(C=O)C.CO.C(Cl)Cl. The product is [C:50]([C:48]1[CH:49]=[C:45]([NH:44][C:43]([NH:32][C@@H:25]2[C:26]3[C:31](=[CH:30][CH:29]=[CH:28][CH:27]=3)[C@H:22]([O:21][C:18]3[CH:19]=[CH:20][C:15]4[N:16]([C:12]([N:8]5[CH2:9][CH2:10][CH2:11][C@H:7]5[CH2:6][O:5][Si:4]([CH:1]([CH3:2])[CH3:3])([CH:33]([CH3:35])[CH3:34])[CH:36]([CH3:38])[CH3:37])=[N:13][N:14]=4)[CH:17]=3)[CH2:23][CH2:24]2)=[O:42])[N:46]([C:54]2[CH:59]=[CH:58][C:57]([CH3:60])=[CH:56][CH:55]=2)[N:47]=1)([CH3:53])([CH3:51])[CH3:52]. The yield is 0.650. (2) The reactants are C(Cl)(=O)C(Cl)=O.[O:7]=[C:8]([C:12]1[S:13][CH:14]=[CH:15][CH:16]=1)[C:9]([OH:11])=[O:10].[N:17]12[CH2:24][CH2:23][CH:20]([CH2:21][CH2:22]1)[C@@H:19](O)[CH2:18]2. The catalyst is CN(C)C=O.C(Cl)(Cl)Cl. The product is [N:17]12[CH2:24][CH2:23][CH:20]([CH2:21][CH2:22]1)[C@@H:19]([O:10][C:9](=[O:11])[C:8](=[O:7])[C:12]1[S:13][CH:14]=[CH:15][CH:16]=1)[CH2:18]2. The yield is 0.926. (3) The reactants are C(OC([NH:8][C@:9]([CH3:39])([CH2:20][CH2:21][C:22]1[O:23][C:24]([C:27](=[O:38])[CH2:28][CH2:29][CH2:30][CH2:31][C:32]2[CH:37]=[CH:36][CH:35]=[CH:34][CH:33]=2)=[CH:25][CH:26]=1)[CH2:10][CH2:11][P:12](=[O:19])([O:16]CC)[O:13]CC)=O)(C)(C)C.Br[Si](C)(C)C. The catalyst is ClCCl. The product is [NH2:8][C@:9]([CH3:39])([CH2:20][CH2:21][C:22]1[O:23][C:24]([C:27](=[O:38])[CH2:28][CH2:29][CH2:30][CH2:31][C:32]2[CH:33]=[CH:34][CH:35]=[CH:36][CH:37]=2)=[CH:25][CH:26]=1)[CH2:10][CH2:11][P:12](=[O:13])([OH:16])[OH:19]. The yield is 0.660. (4) The product is [Br:24][C:25]1[CH:30]=[C:29]2[C:28](=[CH:27][C:26]=1[F:32])[O:31][C:20]1=[N:21][CH:22]=[C:17]([Cl:16])[CH:18]=[C:19]1[C:33]2=[O:34]. The catalyst is C1COCC1.CCOC(C)=O.CO. The yield is 0.430. The reactants are C([Li])CCC.CC1(C)CCCC(C)(C)N1.[Cl:16][C:17]1[CH:18]=[CH:19][C:20](F)=[N:21][CH:22]=1.[Br:24][C:25]1[CH:30]=[CH:29][C:28]([OH:31])=[CH:27][C:26]=1[F:32].[C:33](=O)([O-])[O-:34].[K+].[K+].CS(O)(=O)=O.O=P12OP3(OP(OP(O3)(O1)=O)(=O)O2)=O. (5) The reactants are [C:1]([C:3]1[CH:4]=[C:5]([OH:9])[CH:6]=[CH:7][CH:8]=1)#[CH:2].C[Si]([N:14]=[N+:15]=[N-:16])(C)C.O. The catalyst is C1(C)C=CC=CC=1. The product is [NH:14]1[CH:2]=[C:1]([C:3]2[CH:4]=[C:5]([OH:9])[CH:6]=[CH:7][CH:8]=2)[N:16]=[N:15]1. The yield is 0.180. (6) The reactants are Cl[CH2:2][CH2:3][O:4][C:5]1[CH:10]=[CH:9][C:8]([CH2:11][CH2:12][C:13]([O:15][CH3:16])=[O:14])=[CH:7][CH:6]=1.[N-:17]=[N+:18]=[N-:19].[Na+]. The catalyst is CN(C=O)C.C(OCC)(=O)C.C1OCCOCCOCCOCCOCCOC1. The product is [N:17]([CH2:2][CH2:3][O:4][C:5]1[CH:10]=[CH:9][C:8]([CH2:11][CH2:12][C:13]([O:15][CH3:16])=[O:14])=[CH:7][CH:6]=1)=[N+:18]=[N-:19]. The yield is 0.750.